Dataset: Peptide-MHC class I binding affinity with 185,985 pairs from IEDB/IMGT. Task: Regression. Given a peptide amino acid sequence and an MHC pseudo amino acid sequence, predict their binding affinity value. This is MHC class I binding data. The peptide sequence is LSTSCLKSFF. The MHC is H-2-Db with pseudo-sequence H-2-Db. The binding affinity (normalized) is 0.